This data is from Full USPTO retrosynthesis dataset with 1.9M reactions from patents (1976-2016). The task is: Predict the reactants needed to synthesize the given product. (1) The reactants are: [F:1][C:2]1[CH:7]=[C:6]([O:8][C:9]2[CH:14]=[CH:13][N:12]=[C:11]([C:15]3[CH:16]=[N:17][N:18]([CH3:20])[CH:19]=3)[CH:10]=2)[C:5]([CH3:21])=[CH:4][C:3]=1[NH:22][C:23]([C:25]1([C:28]([NH:30][C:31]2[CH:36]=[CH:35][C:34]([F:37])=[CH:33][CH:32]=2)=[O:29])[CH2:27][CH2:26]1)=[O:24].[CH3:38][S:39]([OH:42])(=[O:41])=[O:40]. Given the product [CH3:38][S:39]([OH:42])(=[O:41])=[O:40].[F:1][C:2]1[CH:7]=[C:6]([O:8][C:9]2[CH:14]=[CH:13][N:12]=[C:11]([C:15]3[CH:16]=[N:17][N:18]([CH3:20])[CH:19]=3)[CH:10]=2)[C:5]([CH3:21])=[CH:4][C:3]=1[NH:22][C:23]([C:25]1([C:28]([NH:30][C:31]2[CH:36]=[CH:35][C:34]([F:37])=[CH:33][CH:32]=2)=[O:29])[CH2:26][CH2:27]1)=[O:24], predict the reactants needed to synthesize it. (2) Given the product [F:1][C:2]1[CH:3]=[CH:4][C:5]([O:6][CH:7]([C:9]2[CH:18]=[CH:17][C:12]([C:13]([OH:15])=[O:14])=[CH:11][CH:10]=2)[CH3:8])=[CH:19][CH:20]=1, predict the reactants needed to synthesize it. The reactants are: [F:1][C:2]1[CH:20]=[CH:19][C:5]([O:6][CH:7]([C:9]2[CH:18]=[CH:17][C:12]([C:13]([O:15]C)=[O:14])=[CH:11][CH:10]=2)[CH3:8])=[CH:4][CH:3]=1.O.[OH-].[Li+].O1CCCC1.Cl. (3) Given the product [OH:1][C:2]1[CH:3]=[C:4]2[C:9](=[CH:10][CH:11]=1)[O:8][CH:7]([C:12]1[CH:17]=[CH:16][CH:15]=[C:14]([OH:20])[CH:13]=1)[CH2:6][C:5]2=[O:19], predict the reactants needed to synthesize it. The reactants are: [OH:1][C:2]1[CH:3]=[C:4]2[C:9](=[CH:10][CH:11]=1)[O:8][CH:7]([C:12]1[CH:17]=[CH:16][C:15](F)=[CH:14][CH:13]=1)[CH2:6][C:5]2=[O:19].[OH:20]C1C=C(C=CC=1)C=O. (4) Given the product [C:1]([C:5]1[CH:10]=[CH:9][CH:8]=[CH:7][C:6]=1[CH:11]1[CH2:16][CH2:15][N:14]([C:17]([CH:19]2[CH2:23][CH2:22][CH2:21][S:26]2(=[O:28])=[O:25])=[O:18])[CH2:13][CH2:12]1)([CH3:4])([CH3:3])[CH3:2], predict the reactants needed to synthesize it. The reactants are: [C:1]([C:5]1[CH:10]=[CH:9][CH:8]=[CH:7][C:6]=1[CH:11]1[CH2:16][CH2:15][N:14]([C:17]([CH:19]2[CH2:23][CH2:22][CH2:21]S2)=[O:18])[CH2:13][CH2:12]1)([CH3:4])([CH3:3])[CH3:2].O[O:25][S:26]([O-:28])=O.[K+]. (5) Given the product [CH3:22][O:21][CH2:20][O:19][C:11]1[C:12](=[O:18])[N:13]([CH2:15][O:16][CH3:17])[CH:14]=[C:9]([S:8][CH2:7][C:6]2[CH:5]=[CH:4][C:3]([CH3:1])=[CH:24][N:28]=2)[CH:10]=1, predict the reactants needed to synthesize it. The reactants are: [CH2:1]([C:3]1[CH:24]=C[C:6]([CH2:7][S:8][C:9]2[CH:10]=[C:11]([O:19][CH2:20][O:21][CH3:22])[C:12](=[O:18])[N:13]([CH2:15][O:16][CH3:17])[CH:14]=2)=[CH:5][CH:4]=1)C.ClCC1C=CC(C)=C[N:28]=1. (6) Given the product [C:1]([O:5][CH2:6][CH2:7][O:8][C:25](=[O:32])[C:26]1[CH:31]=[CH:30][CH:29]=[CH:28][CH:27]=1)(=[O:4])[CH:2]=[CH2:3], predict the reactants needed to synthesize it. The reactants are: [C:1]([O:5][CH2:6][CH2:7][OH:8])(=[O:4])[CH:2]=[CH2:3].C(C1C=C(C)C=C(C(C)(C)C)C=1O)(C)(C)C.[C:25](Cl)(=[O:32])[C:26]1[CH:31]=[CH:30][CH:29]=[CH:28][CH:27]=1.Cl. (7) Given the product [CH2:1]([O:8][C:9]1[CH:10]=[CH:11][C:12]([C:13]2[O:14][C:19](=[O:20])[S:21][N:15]=2)=[CH:16][CH:17]=1)[C:2]1[CH:3]=[CH:4][CH:5]=[CH:6][CH:7]=1, predict the reactants needed to synthesize it. The reactants are: [CH2:1]([O:8][C:9]1[CH:17]=[CH:16][C:12]([C:13]([NH2:15])=[O:14])=[CH:11][CH:10]=1)[C:2]1[CH:7]=[CH:6][CH:5]=[CH:4][CH:3]=1.Cl[C:19]([S:21]Cl)=[O:20].